This data is from Forward reaction prediction with 1.9M reactions from USPTO patents (1976-2016). The task is: Predict the product of the given reaction. (1) Given the reactants [CH3:1][C:2]1([CH3:16])[C:6]([CH3:8])([CH3:7])[O:5][B:4]([C:9]2[CH:14]=[CH:13][C:12]([OH:15])=[CH:11][CH:10]=2)[O:3]1.C(N(CC)CC)C.Cl[C:25]1[N:30]=[CH:29][C:28]([N+:31]([O-:33])=[O:32])=[CH:27][N:26]=1, predict the reaction product. The product is: [N+:31]([C:28]1[CH:27]=[N:26][C:25]([O:15][C:12]2[CH:13]=[CH:14][C:9]([B:4]3[O:3][C:2]([CH3:16])([CH3:1])[C:6]([CH3:7])([CH3:8])[O:5]3)=[CH:10][CH:11]=2)=[N:30][CH:29]=1)([O-:33])=[O:32]. (2) Given the reactants [CH3:1][C:2]([NH2:7])([CH3:6])[CH2:3][NH:4][CH3:5].[CH2:8]([C:10]([CH2:12][CH3:13])=O)[CH3:9].[OH-:14].[Na+].[CH:16](Cl)(Cl)Cl, predict the reaction product. The product is: [CH3:5][N:4]1[CH2:3][C:2]([CH3:6])([CH3:1])[NH:7][C:10]([CH2:12][CH3:13])([CH2:8][CH3:9])[C:16]1=[O:14]. (3) Given the reactants [Br-].[C:2]([CH2:5][CH2:6][CH2:7][P+](C1C=CC=CC=1)(C1C=CC=CC=1)C1C=CC=CC=1)([OH:4])=[O:3].[CH3:27][O:28][C:29]1[C:36]([O:37][CH3:38])=[CH:35][CH:34]=[CH:33][C:30]=1[CH:31]=O, predict the reaction product. The product is: [CH3:27][O:28][C:29]1[C:36]([O:37][CH3:38])=[CH:35][CH:34]=[CH:33][C:30]=1/[CH:31]=[CH:7]/[CH2:6][CH2:5][C:2]([OH:4])=[O:3].